This data is from Forward reaction prediction with 1.9M reactions from USPTO patents (1976-2016). The task is: Predict the product of the given reaction. (1) Given the reactants [F:1][C:2]1[CH:30]=[C:29]([N+:31]([O-])=O)[CH:28]=[CH:27][C:3]=1[O:4][C:5]1[N:10]=[CH:9][N:8]=[C:7]([NH:11][C:12](=[O:26])[N:13]([CH3:25])[CH:14]2[CH2:19][CH2:18][N:17]([CH:20]3[CH2:23][N:22]([CH3:24])[CH2:21]3)[CH2:16][CH2:15]2)[CH:6]=1, predict the reaction product. The product is: [NH2:31][C:29]1[CH:28]=[CH:27][C:3]([O:4][C:5]2[N:10]=[CH:9][N:8]=[C:7]([NH:11][C:12](=[O:26])[N:13]([CH3:25])[CH:14]3[CH2:15][CH2:16][N:17]([CH:20]4[CH2:21][N:22]([CH3:24])[CH2:23]4)[CH2:18][CH2:19]3)[CH:6]=2)=[C:2]([F:1])[CH:30]=1. (2) Given the reactants [NH:1](C(OC(C)(C)C)=O)[C@H:2]([C:8]([O:10]C(C)(C)C)=[O:9])[CH2:3][CH2:4][C:5](=[O:7])O.CN(C(ON1N=NC2C=CC=NC1=2)=[N+](C)C)C.F[P-](F)(F)(F)(F)F.C(N(C(C)C)CC)(C)C.[Br:55][C:56]1[CH:57]=[C:58]2[C:64]([C:65]3[CH:70]=[CH:69][C:68]([CH2:71][NH2:72])=[CH:67][CH:66]=3)=[C:63]([C:73]3[CH:78]=[CH:77][CH:76]=[CH:75][CH:74]=3)[NH:62][C:59]2=[N:60][CH:61]=1.[F:79][C:80]([F:85])([F:84])[C:81]([OH:83])=[O:82], predict the reaction product. The product is: [F:79][C:80]([F:85])([F:84])[C:81]([OH:83])=[O:82].[Br:55][C:56]1[CH:57]=[C:58]2[C:64]([C:65]3[CH:70]=[CH:69][C:68]([CH2:71][NH:72][C:5](=[O:7])[CH2:4][CH2:3][C@@H:2]([C:8]([OH:10])=[O:9])[NH2:1])=[CH:67][CH:66]=3)=[C:63]([C:73]3[CH:74]=[CH:75][CH:76]=[CH:77][CH:78]=3)[NH:62][C:59]2=[N:60][CH:61]=1. (3) Given the reactants [NH2:1][C:2]1[C:3]([C:7]2[NH:23][C:10]3=[CH:11][C:12]4[C:13]([CH3:22])([CH3:21])[C:14](=[O:20])[N:15]([CH2:18][CH3:19])[C:16]=4[CH:17]=[C:9]3[N:8]=2)=[N:4][NH:5][CH:6]=1.[C:24]([C:26]1[CH:27]=[C:28]([CH:32]=[CH:33][CH:34]=1)[C:29](Cl)=[O:30])#[N:25], predict the reaction product. The product is: [C:24]([C:26]1[CH:27]=[C:28]([CH:32]=[CH:33][CH:34]=1)[C:29]([NH:1][C:2]1[C:3]([C:7]2[NH:23][C:10]3=[CH:11][C:12]4[C:13]([CH3:22])([CH3:21])[C:14](=[O:20])[N:15]([CH2:18][CH3:19])[C:16]=4[CH:17]=[C:9]3[N:8]=2)=[N:4][NH:5][CH:6]=1)=[O:30])#[N:25]. (4) The product is: [Si:1]([O:8][C:9]1[CH:10]=[C:11]2[C:15](=[CH:16][CH:17]=1)[N:14]([CH:18]1[CH2:23][CH2:22][CH2:21][CH2:20][O:19]1)[N:13]=[C:12]2[CH2:24][OH:25])([C:4]([CH3:7])([CH3:6])[CH3:5])([CH3:3])[CH3:2]. Given the reactants [Si:1]([O:8][C:9]1[CH:10]=[C:11]2[C:15](=[CH:16][CH:17]=1)[N:14]([CH:18]1[CH2:23][CH2:22][CH2:21][CH2:20][O:19]1)[N:13]=[C:12]2[C:24](OC)=[O:25])([C:4]([CH3:7])([CH3:6])[CH3:5])([CH3:3])[CH3:2], predict the reaction product.